Predict which catalyst facilitates the given reaction. From a dataset of Catalyst prediction with 721,799 reactions and 888 catalyst types from USPTO. (1) Reactant: [NH2:1][C:2]1[CH:9]=[CH:8][C:5]([C:6]#[N:7])=[CH:4][CH:3]=1.Cl[C:11]1[N:16]=[C:15]([NH2:17])[CH:14]=[C:13]([Cl:18])[N:12]=1.Cl. Product: [NH2:17][C:15]1[CH:14]=[C:13]([Cl:18])[N:12]=[C:11]([NH:1][C:2]2[CH:9]=[CH:8][C:5]([C:6]#[N:7])=[CH:4][CH:3]=2)[N:16]=1. The catalyst class is: 41. (2) Reactant: [NH2:1][C:2]1[CH:3]=[N:4][CH:5]=[CH:6][CH:7]=1.[C:8](Cl)(=[O:12])[O:9][CH2:10][CH3:11].[OH-].[Na+]. Product: [N:4]1[CH:5]=[CH:6][CH:7]=[C:2]([NH:1][C:8](=[O:12])[O:9][CH2:10][CH3:11])[CH:3]=1. The catalyst class is: 6. (3) Reactant: Cl.[CH3:2][NH:3][O:4][CH3:5].[O:6]=[C:7]1[N:12]([C:13]2[CH:18]=[CH:17][CH:16]=[CH:15][CH:14]=2)[C:11]2[S:19][C:20]([C:28](O)=[O:29])=[C:21]([C:22]3[CH:27]=[CH:26][CH:25]=[CH:24][CH:23]=3)[C:10]=2[CH:9]=[CH:8]1.C1C=CC2N(O)N=NC=2C=1.C(Cl)CCl.CN1CCOCC1. Product: [CH3:5][O:4][N:3]([CH3:2])[C:28]([C:20]1[S:19][C:11]2[N:12]([C:13]3[CH:18]=[CH:17][CH:16]=[CH:15][CH:14]=3)[C:7](=[O:6])[CH:8]=[CH:9][C:10]=2[C:21]=1[C:22]1[CH:27]=[CH:26][CH:25]=[CH:24][CH:23]=1)=[O:29]. The catalyst class is: 2. (4) The catalyst class is: 13. Product: [CH2:38]([O:37][C:35](=[O:36])[CH2:34][CH:33]([N:8]1[C:4]2[CH:3]=[C:2]([CH3:1])[C:22]([CH3:23])=[CH:21][C:5]=2[N:6]([CH2:10][C:11]2[C:12]3[C:19]([CH3:20])=[CH:18][CH:17]=[CH:16][C:13]=3[S:14][CH:15]=2)[C:7]1=[O:9])[O:32][CH2:30][CH3:31])[CH3:39]. Reactant: [CH3:1][C:2]1[C:22]([CH3:23])=[CH:21][C:5]2[N:6]([CH2:10][C:11]3[C:12]4[C:19]([CH3:20])=[CH:18][CH:17]=[CH:16][C:13]=4[S:14][CH:15]=3)[C:7](=[O:9])[NH:8][C:4]=2[CH:3]=1.C([O-])([O-])=O.[K+].[K+].[CH2:30]([O:32][CH:33]=[CH:34][C:35]([O:37][CH2:38][CH3:39])=[O:36])[CH3:31].CO. (5) Reactant: Cl.[NH:2]1[CH2:7][CH2:6][NH:5][CH2:4][CH2:3]1.[CH3:8][CH2:9][N:10]([CH2:13][CH3:14])[CH2:11]C.FC(F)(F)C(O[C:20](=[O:25])[C:21]([F:24])([F:23])[F:22])=[O:18].CO. Product: [NH4+:2].[OH-:18].[F:24][C:21]([F:22])([F:23])[C:20]([N:2]1[CH2:7][CH2:6][NH:5][CH:4]([CH2:11][N:10]2[CH2:13][CH2:14][CH2:8][CH2:9]2)[CH2:3]1)=[O:25]. The catalyst class is: 2.